Dataset: hERG Central: cardiac toxicity at 1µM, 10µM, and general inhibition. Task: Predict hERG channel inhibition at various concentrations. (1) The compound is Cc1nnc(C)c2c(C)n(Cc3ccc4c(c3)OCO4)c(C)c12. Results: hERG_inhib (hERG inhibition (general)): blocker. (2) The molecule is CCc1ccc(CN2CCC(n3nccc3NC(=O)c3cccc(F)c3)CC2)cc1. Results: hERG_inhib (hERG inhibition (general)): blocker. (3) The compound is COc1ccc(OC)c(-c2cc(C(=O)N/N=C(\C)c3cccnc3)c3ccccc3n2)c1. Results: hERG_inhib (hERG inhibition (general)): blocker.